From a dataset of Catalyst prediction with 721,799 reactions and 888 catalyst types from USPTO. Predict which catalyst facilitates the given reaction. The catalyst class is: 26. Reactant: [C:1]([C:3]1[CH:4]=[C:5]([CH:27]=[CH:28][CH:29]=1)[C:6]([NH:8][CH2:9][C:10]1[CH:11]=[C:12]([C:17]2[CH:22]=[C:21]([CH:23]=O)[CH:20]=[CH:19][C:18]=2[O:25][CH3:26])[C:13]([F:16])=[CH:14][CH:15]=1)=[O:7])#[N:2].[O-]S([O-])(=O)=O.[Na+].[Na+].[N:37]1(C(OC(C)(C)C)=O)[CH2:42][CH2:41][NH:40][CH2:39][CH2:38]1.[BH-](OC(C)=O)(OC(C)=O)OC(C)=O.[Na+]. Product: [C:1]([C:3]1[CH:4]=[C:5]([CH:27]=[CH:28][CH:29]=1)[C:6]([NH:8][CH2:9][C:10]1[CH:11]=[C:12]([C:17]2[CH:22]=[C:21]([CH2:23][N:37]3[CH2:42][CH2:41][NH:40][CH2:39][CH2:38]3)[CH:20]=[CH:19][C:18]=2[O:25][CH3:26])[C:13]([F:16])=[CH:14][CH:15]=1)=[O:7])#[N:2].